This data is from Reaction yield outcomes from USPTO patents with 853,638 reactions. The task is: Predict the reaction yield, written as a fraction of the theoretical maximum amount of product (1.0 means a 100% yield; for example, 0.34 means a 34% yield). (1) The reactants are [CH:1]([N:4]([CH:18]([CH3:20])[CH3:19])[C:5]([N:7]1[C:11]2[CH:12]=[C:13]([CH3:17])[C:14]([CH3:16])=[CH:15][C:10]=2[N:9]=[CH:8]1)=[O:6])([CH3:3])[CH3:2].[Li]CCCC.Cl[P:27]([CH:33]1[CH2:37][CH2:36][CH2:35][CH2:34]1)[CH:28]1[CH2:32][CH2:31][CH2:30][CH2:29]1. No catalyst specified. The product is [CH:33]1([P:27]([CH:28]2[CH2:29][CH2:30][CH2:31][CH2:32]2)[C:8]2[N:7]([C:5]([N:4]([CH:1]([CH3:3])[CH3:2])[CH:18]([CH3:20])[CH3:19])=[O:6])[C:11]3[CH:12]=[C:13]([CH3:17])[C:14]([CH3:16])=[CH:15][C:10]=3[N:9]=2)[CH2:34][CH2:35][CH2:36][CH2:37]1. The yield is 0.620. (2) The reactants are [CH2:1]([N:8]1[C:13](=[O:14])[C:12]([CH2:15]OS(C)(=O)=O)=[CH:11][C:10]([C:21]2[CH:26]=[CH:25][C:24]([F:27])=[C:23]([CH3:28])[CH:22]=2)=[N:9]1)[C:2]1[CH:7]=[CH:6][CH:5]=[CH:4][CH:3]=1.[N:29]1([C:35]([O:37][C:38]([CH3:41])([CH3:40])[CH3:39])=[O:36])[CH2:34][CH2:33][NH:32][CH2:31][CH2:30]1. No catalyst specified. The product is [CH2:1]([N:8]1[C:13](=[O:14])[C:12]([CH2:15][N:32]2[CH2:31][CH2:30][N:29]([C:35]([O:37][C:38]([CH3:41])([CH3:40])[CH3:39])=[O:36])[CH2:34][CH2:33]2)=[CH:11][C:10]([C:21]2[CH:26]=[CH:25][C:24]([F:27])=[C:23]([CH3:28])[CH:22]=2)=[N:9]1)[C:2]1[CH:3]=[CH:4][CH:5]=[CH:6][CH:7]=1. The yield is 0.918. (3) The reactants are [CH2:1]([C:4]1([NH:14][NH2:15])[CH2:13][C:8]2([CH2:12][CH2:11][CH2:10][CH2:9]2)[O:7][CH2:6][CH2:5]1)[CH:2]=[CH2:3].CCN(CC)CC.CN(C)[CH:25]=[CH:26][CH:27]=O. The catalyst is CC(O)C. The product is [CH2:1]([C:4]1([N:14]2[CH:27]=[CH:26][CH:25]=[N:15]2)[CH2:13][C:8]2([CH2:12][CH2:11][CH2:10][CH2:9]2)[O:7][CH2:6][CH2:5]1)[CH:2]=[CH2:3]. The yield is 0.310. (4) The reactants are Br[C:2]1[C:3]([O:11][CH3:12])=[C:4]([C:7]([O:9][CH3:10])=[O:8])[S:5][CH:6]=1.CC1(C)COB([C:20]2[N:24]([CH3:25])[N:23]=[CH:22][CH:21]=2)OC1.C([O-])([O-])=O.[K+].[K+]. The catalyst is O1CCOCC1.O.C1C=CC([P]([Pd]([P](C2C=CC=CC=2)(C2C=CC=CC=2)C2C=CC=CC=2)([P](C2C=CC=CC=2)(C2C=CC=CC=2)C2C=CC=CC=2)[P](C2C=CC=CC=2)(C2C=CC=CC=2)C2C=CC=CC=2)(C2C=CC=CC=2)C2C=CC=CC=2)=CC=1. The product is [CH3:12][O:11][C:3]1[C:2]([C:20]2[N:24]([CH3:25])[N:23]=[CH:22][CH:21]=2)=[CH:6][S:5][C:4]=1[C:7]([O:9][CH3:10])=[O:8]. The yield is 0.860.